From a dataset of Reaction yield outcomes from USPTO patents with 853,638 reactions. Predict the reaction yield, written as a fraction of the theoretical maximum amount of product (1.0 means a 100% yield; for example, 0.34 means a 34% yield). (1) The reactants are Cl[C:2]1[CH:7]=[CH:6][CH:5]=[C:4](Cl)[C:3]=1[C:9]1[N:13]2[C:14]3[CH:15]=[CH:16][CH:17]=[CH:18][C:19]=3[C:20]3[CH:21]=[CH:22][CH:23]=[CH:24][C:25]=3[C:12]2=[N:11][CH:10]=1.[CH:26]1(P([CH:26]2[CH2:31][CH2:30][CH2:29][CH2:28][CH2:27]2)C2C=CC=CC=2C2C(OC)=CC=CC=2OC)[CH2:31][CH2:30][CH2:29][CH2:28][CH2:27]1.[O-]P([O-])([O-])=O.[K+].[K+].[K+]. The catalyst is CC([O-])=O.CC([O-])=O.[Pd+2].C1(C)C=CC=CC=1. The product is [C:26]1([C:2]2[CH:7]=[CH:6][CH:5]=[C:4]([C:2]3[CH:7]=[CH:6][CH:5]=[CH:4][CH:3]=3)[C:3]=2[C:9]2[N:13]3[C:14]4[CH:15]=[CH:16][CH:17]=[CH:18][C:19]=4[C:20]4[CH:21]=[CH:22][CH:23]=[CH:24][C:25]=4[C:12]3=[N:11][CH:10]=2)[CH:31]=[CH:30][CH:29]=[CH:28][CH:27]=1. The yield is 0.620. (2) The reactants are [C:1]([O:5][C:6]([N:8]1[CH2:13][CH2:12][N:11]([C:14]2[N:19]3[CH:20]=[N:21][CH:22]=[C:18]3[C:17]([Cl:23])=[CH:16][C:15]=2[C:24]([O:26]C)=[O:25])[CH2:10][CH2:9]1)=[O:7])([CH3:4])([CH3:3])[CH3:2].[OH-].[Na+].O. The catalyst is CO. The product is [C:1]([O:5][C:6]([N:8]1[CH2:13][CH2:12][N:11]([C:14]2[N:19]3[CH:20]=[N:21][CH:22]=[C:18]3[C:17]([Cl:23])=[CH:16][C:15]=2[C:24]([OH:26])=[O:25])[CH2:10][CH2:9]1)=[O:7])([CH3:4])([CH3:2])[CH3:3]. The yield is 0.790. (3) The reactants are [NH2:1][C:2]1[N:7]=[CH:6][N:5]=[C:4]2[N:8]([CH:19]([C:21]3[O:22][C:23](=[O:37])[C:24]4[C:29]([C:30]=3[C:31]3[CH:36]=[CH:35][CH:34]=[CH:33][CH:32]=3)=[CH:28][CH:27]=[CH:26][CH:25]=4)[CH3:20])[N:9]=[C:10]([C:11]3[CH:12]=[N:13][C:14]([O:17]C)=[N:15][CH:16]=3)[C:3]=12.CC(O)=O. The catalyst is Br.O. The product is [NH2:1][C:2]1[N:7]=[CH:6][N:5]=[C:4]2[N:8]([CH:19]([C:21]3[O:22][C:23](=[O:37])[C:24]4[C:29]([C:30]=3[C:31]3[CH:32]=[CH:33][CH:34]=[CH:35][CH:36]=3)=[CH:28][CH:27]=[CH:26][CH:25]=4)[CH3:20])[N:9]=[C:10]([C:11]3[CH:12]=[N:13][C:14]([OH:17])=[N:15][CH:16]=3)[C:3]=12. The yield is 0.880.